Dataset: Forward reaction prediction with 1.9M reactions from USPTO patents (1976-2016). Task: Predict the product of the given reaction. (1) Given the reactants [O:1]1[CH:5]=[CH:4][CH:3]=[C:2]1[CH2:6][C:7]([OH:9])=O.C1C=NC2N(O)N=NC=2C=1.CCN(C(C)C)C(C)C.[CH3:29][O:30][C:31](=[O:47])[C:32]1[CH:37]=[CH:36][C:35]([NH:38][CH:39]2[CH2:44][CH2:43][CH2:42][CH2:41][CH:40]2[CH3:45])=[C:34]([NH2:46])[CH:33]=1, predict the reaction product. The product is: [CH3:29][O:30][C:31](=[O:47])[C:32]1[CH:37]=[CH:36][C:35]([NH:38][CH:39]2[CH2:44][CH2:43][CH2:42][CH2:41][CH:40]2[CH3:45])=[C:34]([NH:46][C:7](=[O:9])[CH2:6][C:2]2[O:1][CH:5]=[CH:4][CH:3]=2)[CH:33]=1. (2) The product is: [CH3:17][C:18]1[CH:23]=[C:22]([C:24]([NH:16][CH:13]2[CH2:12][CH2:11][N:10]([C:4]3[N:3]=[CH:2][NH:1][C:6]4=[N:7][CH:8]=[CH:9][C:5]=34)[CH2:15][CH2:14]2)=[O:25])[CH:21]=[CH:20][N:19]=1. Given the reactants [N:1]1[C:6]2[NH:7][CH:8]=[CH:9][C:5]=2[C:4]([N:10]2[CH2:15][CH2:14][CH:13]([NH2:16])[CH2:12][CH2:11]2)=[N:3][CH:2]=1.[CH3:17][C:18]1[CH:23]=[C:22]([C:24](O)=[O:25])[CH:21]=[CH:20][N:19]=1.CN(C(ON1N=NC2C=CC=NC1=2)=[N+](C)C)C.F[P-](F)(F)(F)(F)F.C1C=NC2N(O)N=NC=2C=1.CCN(C(C)C)C(C)C, predict the reaction product. (3) Given the reactants [C:1]([C:5]1[CH:11]=[CH:10][C:8]([NH2:9])=[C:7]([F:12])[CH:6]=1)([CH3:4])([CH3:3])[CH3:2].[CH3:13][CH:14]([C:20]([CH3:22])=O)[C:15](OCC)=[O:16].B(F)(F)F.CCOCC, predict the reaction product. The product is: [CH3:22][C:20]1[C:14]([CH3:13])=[C:15]([OH:16])[C:10]2[C:8](=[C:7]([F:12])[CH:6]=[C:5]([C:1]([CH3:4])([CH3:2])[CH3:3])[CH:11]=2)[N:9]=1. (4) Given the reactants [F:1][C:2]1[CH:21]=[CH:20][C:5]2[C:6]([C:9]3[CH:14]=[CH:13][C:12]([O:15][CH2:16][C@H:17]4[CH2:19][O:18]4)=[CH:11][CH:10]=3)=[N:7][O:8][C:4]=2[CH:3]=1.[NH:22]1[CH2:27][CH2:26][CH2:25][CH2:24][CH2:23]1, predict the reaction product. The product is: [F:1][C:2]1[CH:21]=[CH:20][C:5]2[C:6]([C:9]3[CH:10]=[CH:11][C:12]([O:15][CH2:16][C@H:17]([OH:18])[CH2:19][N:22]4[CH2:27][CH2:26][CH2:25][CH2:24][CH2:23]4)=[CH:13][CH:14]=3)=[N:7][O:8][C:4]=2[CH:3]=1.